From a dataset of Forward reaction prediction with 1.9M reactions from USPTO patents (1976-2016). Predict the product of the given reaction. (1) The product is: [CH3:11][C:12]1[CH:17]=[CH:16][N:15]=[CH:14][C:13]=1[NH:18][C:20]1[CH:25]=[CH:24][CH:23]=[CH:22][C:21]=1[N+:26]([O-:28])=[O:27]. Given the reactants [Li+].C[Si]([N-][Si](C)(C)C)(C)C.[CH3:11][C:12]1[CH:17]=[CH:16][N:15]=[CH:14][C:13]=1[NH2:18].F[C:20]1[CH:25]=[CH:24][CH:23]=[CH:22][C:21]=1[N+:26]([O-:28])=[O:27], predict the reaction product. (2) Given the reactants [OH:1][C@@H:2]1[C@@H:6]([CH2:7][OH:8])[CH2:5][N:4]([C:9]2[C:28](B3OC(C)(C)C(C)(C)O3)=[CH:27][C:12]([C:13]([NH:15][C:16]3[CH:21]=[CH:20][C:19]([O:22][C:23]([F:26])([F:25])[F:24])=[CH:18][CH:17]=3)=[O:14])=[CH:11][N:10]=2)[CH2:3]1.Br[C:39]1[S:43][CH:42]=[N:41][CH:40]=1.[O-]P([O-])([O-])=O.[K+].[K+].[K+], predict the reaction product. The product is: [OH:1][C@H:2]1[C@H:6]([CH2:7][OH:8])[CH2:5][N:4]([C:9]2[C:28]([C:39]3[S:43][CH:42]=[N:41][CH:40]=3)=[CH:27][C:12]([C:13]([NH:15][C:16]3[CH:21]=[CH:20][C:19]([O:22][C:23]([F:26])([F:24])[F:25])=[CH:18][CH:17]=3)=[O:14])=[CH:11][N:10]=2)[CH2:3]1. (3) Given the reactants [N:1]([C@@H:4]([C@H:7]1[CH2:11][CH2:10][CH2:9][O:8]1)[CH2:5][CH3:6])=[N+]=[N-].C1(P([C:25]2[CH:30]=[CH:29]C=CC=2)C2C=CC=CC=2)C=CC=CC=1.[C:31](=[O:34])(O)[O-:32].[Na+].[CH3:36]COC(C)=O, predict the reaction product. The product is: [O:8]1[CH2:9][CH2:10][CH2:11][C@@H:7]1[C@H:4]([NH:1][C:31](=[O:34])[O:32][C:30]([CH3:29])([CH3:25])[CH3:36])[CH2:5][CH3:6]. (4) Given the reactants [N:1]1[CH:6]=[CH:5][CH:4]=[CH:3][C:2]=1[C:7]1[O:8][C:9]2[CH2:14][CH2:13][NH:12][CH2:11][C:10]=2[N:15]=1.Br[C:17]1[CH:25]=[CH:24][CH:23]=[C:22]2[C:18]=1[CH:19]=[CH:20][N:21]2[S:26]([C:29]1[CH:35]=[CH:34][C:32]([CH3:33])=[CH:31][CH:30]=1)(=[O:28])=[O:27].CC1C(O)=C(C2NC(C(O)=O)CC2(C(O)=O)C(O)=O)C(CO)=CN=1.C(O[Na])(C)(C)C, predict the reaction product. The product is: [N:1]1[CH:6]=[CH:5][CH:4]=[CH:3][C:2]=1[C:7]1[O:8][C:9]2[CH2:14][CH2:13][N:12]([C:17]3[CH:25]=[CH:24][CH:23]=[C:22]4[C:18]=3[CH:19]=[CH:20][N:21]4[S:26]([C:29]3[CH:35]=[CH:34][C:32]([CH3:33])=[CH:31][CH:30]=3)(=[O:27])=[O:28])[CH2:11][C:10]=2[N:15]=1. (5) Given the reactants [CH2:1]([N:8]1[C:16]2[C:15](=[O:17])[NH:14][C:13](=[O:18])[NH:12][C:11]=2[N:10]=[CH:9]1)[C:2]1[CH:7]=[CH:6][CH:5]=[CH:4][CH:3]=1.C(=O)([O-])[O-].[K+].[K+].[CH2:25](I)[CH2:26][CH2:27][CH3:28].C(O)(=O)C, predict the reaction product. The product is: [CH2:1]([N:8]1[C:16]2[C:15](=[O:17])[NH:14][C:13](=[O:18])[N:12]([CH2:25][CH2:26][CH2:27][CH3:28])[C:11]=2[N:10]=[CH:9]1)[C:2]1[CH:7]=[CH:6][CH:5]=[CH:4][CH:3]=1. (6) The product is: [NH2:29][C:24]1[CH:25]=[N:26][CH:27]=[CH:28][C:23]=1[C@H:4]1[CH2:5][C@@H:6]([NH:15][C:16](=[O:22])[O:17][C:18]([CH3:21])([CH3:20])[CH3:19])[C@@H:7]([O:8][CH2:9][CH2:10][S:11]([CH3:14])(=[O:13])=[O:12])[C@@H:2]([CH3:1])[CH2:3]1. Given the reactants [CH3:1][C@@H:2]1[C@H:7]([O:8][CH2:9][CH2:10][S:11]([CH3:14])(=[O:13])=[O:12])[C@H:6]([NH:15][C:16](=[O:22])[O:17][C:18]([CH3:21])([CH3:20])[CH3:19])[CH:5]=[C:4]([C:23]2[CH:28]=[CH:27][N:26]=[CH:25][C:24]=2[N+:29]([O-])=O)[CH2:3]1, predict the reaction product.